Dataset: Full USPTO retrosynthesis dataset with 1.9M reactions from patents (1976-2016). Task: Predict the reactants needed to synthesize the given product. Given the product [C:26]([N:17]1[CH2:16][CH2:15][N:13]2[CH2:14][CH:9]([CH2:8][Si:5]([C:2]([CH3:1])([CH3:3])[CH3:4])([CH3:6])[CH3:7])[NH:10][CH2:11][CH:12]2[CH2:18]1)(=[O:28])[CH3:27], predict the reactants needed to synthesize it. The reactants are: [CH3:1][C:2]([Si:5]([CH2:8][CH:9]1[CH2:14][N:13]2[CH2:15][CH2:16][NH:17][CH2:18][CH:12]2[CH2:11][NH:10]1)([CH3:7])[CH3:6])([CH3:4])[CH3:3].C(N(CC)CC)C.[C:26](Cl)(=[O:28])[CH3:27].